Dataset: Full USPTO retrosynthesis dataset with 1.9M reactions from patents (1976-2016). Task: Predict the reactants needed to synthesize the given product. (1) Given the product [OH:53][CH:52]1[CH2:35][CH:34]2[N:30]([C:14]([C:12]3[CH:11]=[CH:10][C:9]4[N:5]([CH2:4][CH2:3][C:1]#[N:2])[CH:6]=[N:7][C:8]=4[CH:13]=3)=[O:16])[CH:31]([CH2:32][CH2:36]2)[CH2:33]1, predict the reactants needed to synthesize it. The reactants are: [C:1]([CH2:3][CH2:4][N:5]1[C:9]2[CH:10]=[CH:11][C:12]([C:14]([OH:16])=O)=[CH:13][C:8]=2[N:7]=[CH:6]1)#[N:2].C1C=CC2N(O)N=NC=2C=1.Cl.CC[N:30]([CH:34]([CH3:36])[CH3:35])[CH:31]([CH3:33])[CH3:32].CCN=C=NCCCN(C)C.Cl.CN([CH:52]=[O:53])C. (2) Given the product [Br:1][C:2]1[CH:3]=[C:4]([NH2:17])[C:5]([NH:8][CH2:9][CH2:10][N:11]2[CH2:16][CH2:15][O:14][CH2:13][CH2:12]2)=[CH:6][CH:7]=1, predict the reactants needed to synthesize it. The reactants are: [Br:1][C:2]1[CH:7]=[CH:6][C:5]([NH:8][CH2:9][CH2:10][N:11]2[CH2:16][CH2:15][O:14][CH2:13][CH2:12]2)=[C:4]([N+:17]([O-])=O)[CH:3]=1.[H][H]. (3) Given the product [CH3:1][C:2]1[C:6]([C@H:7]([OH:22])[C:8]2[O:9][C:10]3[CH:16]=[CH:15][C:14]([CH2:17][C:18]([OH:20])=[O:19])=[CH:13][C:11]=3[CH:12]=2)=[C:5]([CH3:23])[O:4][N:3]=1, predict the reactants needed to synthesize it. The reactants are: [CH3:1][C:2]1[C:6]([C@H:7]([OH:22])[C:8]2[O:9][C:10]3[CH:16]=[CH:15][C:14]([CH2:17][C:18]([O:20]C)=[O:19])=[CH:13][C:11]=3[CH:12]=2)=[C:5]([CH3:23])[O:4][N:3]=1.O[Li].O.